This data is from Full USPTO retrosynthesis dataset with 1.9M reactions from patents (1976-2016). The task is: Predict the reactants needed to synthesize the given product. The reactants are: [NH:1]1[CH2:6][CH2:5][CH:4]([OH:7])[CH2:3][CH2:2]1.Cl[C:9]1[N:14]=[CH:13][C:12]([CH2:15][CH2:16][CH3:17])=[CH:11][N:10]=1.C(=O)([O-])[O-].[K+].[K+].CO.C(Cl)Cl. Given the product [CH2:15]([C:12]1[CH:11]=[N:10][C:9]([N:1]2[CH2:6][CH2:5][CH:4]([OH:7])[CH2:3][CH2:2]2)=[N:14][CH:13]=1)[CH2:16][CH3:17], predict the reactants needed to synthesize it.